From a dataset of Catalyst prediction with 721,799 reactions and 888 catalyst types from USPTO. Predict which catalyst facilitates the given reaction. (1) Reactant: [CH2:1]([CH:5]1[S:10][C:9]2[CH:11]=[CH:12][CH:13]=[CH:14][C:8]=2[NH:7][C:6]1=[O:15])[CH2:2][CH2:3][CH3:4].[H-].[Na+].Br[CH2:19][C:20]([O:22]CC)=[O:21]. Product: [CH2:1]([CH:5]1[S:10][C:9]2[CH:11]=[CH:12][CH:13]=[CH:14][C:8]=2[N:7]([CH2:19][C:20]([OH:22])=[O:21])[C:6]1=[O:15])[CH2:2][CH2:3][CH3:4]. The catalyst class is: 18. (2) Reactant: [CH3:1][CH:2]([CH3:13])[CH:3]([C:7]1[CH:12]=[CH:11][CH:10]=[CH:9][CH:8]=1)[C:4]([OH:6])=O.O.ON1C2C=CC=CC=2N=N1.CN(C)CCCN=C=NCC.[CH2:36]([N:43]1[CH2:47][C@H:46]2[C@@H:48]([NH2:51])[CH2:49][CH2:50][C@H:45]2[CH2:44]1)[C:37]1[CH:42]=[CH:41][CH:40]=[CH:39][CH:38]=1. Product: [CH2:36]([N:43]1[CH2:47][C@H:46]2[C@@H:48]([NH:51][C:4](=[O:6])[CH:3]([C:7]3[CH:12]=[CH:11][CH:10]=[CH:9][CH:8]=3)[CH:2]([CH3:1])[CH3:13])[CH2:49][CH2:50][C@H:45]2[CH2:44]1)[C:37]1[CH:38]=[CH:39][CH:40]=[CH:41][CH:42]=1. The catalyst class is: 4. (3) Reactant: [OH:1][CH:2]1[CH2:5][N:4]([CH2:6][CH2:7][C:8]2[CH:13]=[CH:12][CH:11]=[CH:10][C:9]=2[N:14]2[CH2:19][CH2:18][CH2:17][CH2:16][C:15]2=[O:20])[CH2:3]1.C(N(CC)CC)C.[CH3:28][S:29](Cl)(=[O:31])=[O:30].O. Product: [CH3:28][S:29]([O:1][CH:2]1[CH2:5][N:4]([CH2:6][CH2:7][C:8]2[CH:13]=[CH:12][CH:11]=[CH:10][C:9]=2[N:14]2[CH2:19][CH2:18][CH2:17][CH2:16][C:15]2=[O:20])[CH2:3]1)(=[O:31])=[O:30]. The catalyst class is: 4. (4) Reactant: [Cl:1][C:2]1[CH:7]=[CH:6][C:5]([C:8]2[C:14]3[CH:15]=[CH:16][CH:17]=[CH:18][C:13]=3[N:12]3[C:19]([CH3:22])=[N:20][N:21]=[C:11]3[CH:10]([CH2:23][C:24](O)=[O:25])[CH:9]=2)=[CH:4][CH:3]=1.CN(C(ON1N=NC2C=CC=NC1=2)=[N+](C)C)C.F[P-](F)(F)(F)(F)F.C(N(CC)CC)C.Cl.[CH:59]12[O:66][CH:63]([CH2:64][CH2:65]1)[CH2:62][NH:61][CH2:60]2. Product: [Cl:1][C:2]1[CH:3]=[CH:4][C:5]([C:8]2[C:14]3[CH:15]=[CH:16][CH:17]=[CH:18][C:13]=3[N:12]3[C:19]([CH3:22])=[N:20][N:21]=[C:11]3[CH:10]([CH2:23][C:24]([N:61]3[CH2:60][CH:59]4[O:66][CH:63]([CH2:64][CH2:65]4)[CH2:62]3)=[O:25])[CH:9]=2)=[CH:6][CH:7]=1. The catalyst class is: 3. (5) Product: [CH2:28]1[CH2:31][CH:30]([CH2:1][N:2]2[C@@H:12]3[CH2:13][C:14]4[CH:19]=[CH:18][C:17]([OH:20])=[C:16]5[O:21][C@H:6]6[C:7]([CH2:9][CH2:10][C@:11]3([OH:22])[C@:5]6([C:15]=45)[CH2:4][CH2:3]2)=[O:8])[CH2:29]1. Reactant: [CH3:1][N:2]1[C@@H:12]2[CH2:13][C:14]3[CH:19]=[CH:18][C:17]([OH:20])=[C:16]4[O:21][C@H:6]5[C:7]([CH:9]=[CH:10][C@:11]2([OH:22])[C@:5]5([C:15]=34)[CH2:4][CH2:3]1)=[O:8].C(=O)([O-])O.[Na+].[CH:28]1(CBr)[CH2:31][CH2:30][CH2:29]1. The catalyst class is: 37.